This data is from Catalyst prediction with 721,799 reactions and 888 catalyst types from USPTO. The task is: Predict which catalyst facilitates the given reaction. (1) Reactant: [F:1][C:2]1[CH:7]=[CH:6][C:5]([C:8]2[CH:13]=[C:12]([CH:14]([CH3:16])[CH3:15])[N:11]=[C:10]([NH:17][CH3:18])[N:9]=2)=[CH:4][CH:3]=1.CCN(CC)CC.[CH3:26][S:27](Cl)(=[O:29])=[O:28]. Product: [F:1][C:2]1[CH:3]=[CH:4][C:5]([C:8]2[CH:13]=[C:12]([CH:14]([CH3:16])[CH3:15])[N:11]=[C:10]([N:17]([CH3:18])[S:27]([CH3:26])(=[O:29])=[O:28])[N:9]=2)=[CH:6][CH:7]=1. The catalyst class is: 2. (2) Reactant: Br[C:2]1[CH:11]=[CH:10][C:9]2[N:8]=[C:7]([NH2:12])[C:6]3[N:13]=[C:14]([CH2:16][CH2:17][CH3:18])[S:15][C:5]=3[C:4]=2[CH:3]=1.[C:19]([NH:22][C:23]1[CH:24]=[C:25](B(O)O)[CH:26]=[CH:27][CH:28]=1)(=[O:21])[CH3:20]. Product: [NH2:12][C:7]1[C:6]2[N:13]=[C:14]([CH2:16][CH2:17][CH3:18])[S:15][C:5]=2[C:4]2[CH:3]=[C:2]([C:27]3[CH:28]=[C:23]([NH:22][C:19](=[O:21])[CH3:20])[CH:24]=[CH:25][CH:26]=3)[CH:11]=[CH:10][C:9]=2[N:8]=1. The catalyst class is: 27. (3) Reactant: [Cl:1][C:2]1[N:10]=[C:9]2[C:5]([N:6]=[C:7]([C:12]3(O)[CH2:15][O:14][CH2:13]3)[N:8]2[CH3:11])=[C:4]([N:17]2[CH2:22][CH2:21][O:20][CH2:19][C@@H:18]2[CH3:23])[N:3]=1.C(N(S(F)(F)[F:30])CC)C. Product: [Cl:1][C:2]1[N:10]=[C:9]2[C:5]([N:6]=[C:7]([C:12]3([F:30])[CH2:15][O:14][CH2:13]3)[N:8]2[CH3:11])=[C:4]([N:17]2[CH2:22][CH2:21][O:20][CH2:19][C@@H:18]2[CH3:23])[N:3]=1. The catalyst class is: 2. (4) Product: [C:20]([C:23]1[S:27][C:26]2[CH:28]=[CH:29][CH:30]=[C:31]([C:6]3[CH:7]=[C:8]([CH:10]([CH3:12])[CH3:11])[CH:9]=[C:4]([CH:1]([CH3:2])[CH3:3])[C:5]=3[O:16][CH2:17][CH2:18][CH3:19])[C:25]=2[CH:24]=1)(=[O:22])[CH3:21]. Reactant: [CH:1]([C:4]1[C:5]([O:16][CH2:17][CH2:18][CH3:19])=[C:6](B(O)O)[CH:7]=[C:8]([CH:10]([CH3:12])[CH3:11])[CH:9]=1)([CH3:3])[CH3:2].[C:20]([C:23]1[S:27][C:26]2[CH:28]=[CH:29][CH:30]=[C:31](I)[C:25]=2[CH:24]=1)(=[O:22])[CH3:21].C(=O)([O-])[O-].[Na+].[Na+].O. The catalyst class is: 335.